From a dataset of TCR-epitope binding with 47,182 pairs between 192 epitopes and 23,139 TCRs. Binary Classification. Given a T-cell receptor sequence (or CDR3 region) and an epitope sequence, predict whether binding occurs between them. (1) The epitope is KLGGALQAK. The TCR CDR3 sequence is CASSRNTGELFF. Result: 0 (the TCR does not bind to the epitope). (2) The epitope is FVRATATIPI. The TCR CDR3 sequence is CASSSGLGQPQHF. Result: 0 (the TCR does not bind to the epitope). (3) The epitope is IPIQASLPF. The TCR CDR3 sequence is CASSLWAGGEYTEAFF. Result: 0 (the TCR does not bind to the epitope). (4) The epitope is AMFWSVPTV. The TCR CDR3 sequence is CASSGLITDTQYF. Result: 1 (the TCR binds to the epitope). (5) The epitope is KLMNIQQKL. The TCR CDR3 sequence is CASSFGQGNTGELFF. Result: 0 (the TCR does not bind to the epitope). (6) The epitope is RIFTIGTVTLK. The TCR CDR3 sequence is CASSQDPVAGAQETQYF. Result: 0 (the TCR does not bind to the epitope). (7) The epitope is AIMTRCLAV. The TCR CDR3 sequence is CSAMTSGSSYEQYF. Result: 0 (the TCR does not bind to the epitope). (8) The epitope is IVDTVSALV. The TCR CDR3 sequence is CASTPGEGRHTEAFF. Result: 0 (the TCR does not bind to the epitope). (9) The epitope is WICLLQFAY. The TCR CDR3 sequence is CSVWSGDSYNEQFF. Result: 0 (the TCR does not bind to the epitope). (10) The epitope is FPPTSFGPL. The TCR CDR3 sequence is CASSEGQTGNTIYF. Result: 0 (the TCR does not bind to the epitope).